From a dataset of Catalyst prediction with 721,799 reactions and 888 catalyst types from USPTO. Predict which catalyst facilitates the given reaction. (1) Reactant: [CH3:1][CH:2]1[CH2:7][CH2:6][N:5]([C:8]([O:10][C:11]([CH3:14])([CH3:13])[CH3:12])=O)[C:4](=O)[CH2:3]1.[I:16][C:17]1[CH:23]=[CH:22][C:20]([NH2:21])=[CH:19][CH:18]=1.[CH3:24][Si](C#N)(C)C.[OH-:30].[NH4+:31]. Product: [C:1]([C:2]1([NH:21][C:20]2[CH:22]=[CH:23][C:17]([I:16])=[CH:18][CH:19]=2)[CH2:7][CH2:6][N:5]([C:8]([O:10][C:11]([CH3:14])([CH3:13])[CH3:12])=[O:30])[CH:4]([CH3:24])[CH2:3]1)#[N:31]. The catalyst class is: 52. (2) Reactant: [OH:1][C:2]1[CH:11]=[C:10]2[C:5]([C:6]([O:12][C:13]3[C:14]([CH3:23])=[N:15][C:16]4[C:21]([CH:22]=3)=[CH:20][N:19]=[CH:18][CH:17]=4)=[CH:7][CH:8]=[N:9]2)=[CH:4][C:3]=1[O:24][CH3:25].C(=O)([O-])[O-].[K+].[K+].[CH2:32]([CH:34]1[O:36][CH2:35]1)Br.O. Product: [CH3:25][O:24][C:3]1[CH:4]=[C:5]2[C:10](=[CH:11][C:2]=1[O:1][CH2:32][CH:34]1[CH2:35][O:36]1)[N:9]=[CH:8][CH:7]=[C:6]2[O:12][C:13]1[C:14]([CH3:23])=[N:15][C:16]2[C:21]([CH:22]=1)=[CH:20][N:19]=[CH:18][CH:17]=2. The catalyst class is: 9. (3) Reactant: Cl[C:2]1[C:3]2[S:10][CH:9]=[C:8]([C:11]([NH:13][C:14]3[C:19]([Cl:20])=[CH:18][CH:17]=[C:16]([NH:21][S:22]([CH2:25][CH2:26][CH2:27][F:28])(=[O:24])=[O:23])[C:15]=3[F:29])=[O:12])[C:4]=2[N:5]=[CH:6][N:7]=1.[NH3:30]. Product: [Cl:20][C:19]1[C:14]([NH:13][C:11]([C:8]2[C:4]3[N:5]=[CH:6][N:7]=[C:2]([NH2:30])[C:3]=3[S:10][CH:9]=2)=[O:12])=[C:15]([F:29])[C:16]([NH:21][S:22]([CH2:25][CH2:26][CH2:27][F:28])(=[O:24])=[O:23])=[CH:17][CH:18]=1. The catalyst class is: 41. (4) Reactant: [CH:1]1([CH2:4][C:5]([NH:7][NH:8][C:9]2[C:14]([O:15][CH3:16])=[C:13]([N:17]3[CH2:22][CH2:21][C:20]([C:24]4[CH:29]=[CH:28][C:27]([F:30])=[CH:26][CH:25]=4)([OH:23])[CH2:19][CH2:18]3)[N:12]=[CH:11][N:10]=2)=O)[CH2:3][CH2:2]1.P(Cl)(Cl)(Cl)=O. Product: [CH:1]1([CH2:4][C:5]2[N:10]3[CH:11]=[N:12][C:13]([N:17]4[CH2:22][CH2:21][C:20]([C:24]5[CH:25]=[CH:26][C:27]([F:30])=[CH:28][CH:29]=5)([OH:23])[CH2:19][CH2:18]4)=[C:14]([O:15][CH3:16])[C:9]3=[N:8][N:7]=2)[CH2:3][CH2:2]1. The catalyst class is: 10.